Dataset: Peptide-MHC class I binding affinity with 185,985 pairs from IEDB/IMGT. Task: Regression. Given a peptide amino acid sequence and an MHC pseudo amino acid sequence, predict their binding affinity value. This is MHC class I binding data. (1) The peptide sequence is ISDPLTSGL. The MHC is HLA-C03:03 with pseudo-sequence HLA-C03:03. The binding affinity (normalized) is 0.0847. (2) The peptide sequence is MMAMKYPITA. The MHC is HLA-A24:02 with pseudo-sequence HLA-A24:02. The binding affinity (normalized) is 0.0837. (3) The peptide sequence is GTEEIRSLY. The MHC is HLA-B15:01 with pseudo-sequence HLA-B15:01. The binding affinity (normalized) is 0.0847. (4) The peptide sequence is YVYPDNLPR. The MHC is HLA-B46:01 with pseudo-sequence HLA-B46:01. The binding affinity (normalized) is 0.0847. (5) The peptide sequence is PMMIQTRAA. The MHC is HLA-B15:01 with pseudo-sequence HLA-B15:01. The binding affinity (normalized) is 0. (6) The peptide sequence is VTRPLRTMV. The MHC is HLA-B27:05 with pseudo-sequence HLA-B27:05. The binding affinity (normalized) is 0.0847. (7) The peptide sequence is TPATADAYA. The MHC is HLA-A02:01 with pseudo-sequence HLA-A02:01. The binding affinity (normalized) is 0. (8) The peptide sequence is LPYPQPQPF. The MHC is Patr-B1301 with pseudo-sequence Patr-B1301. The binding affinity (normalized) is 0.886. (9) The peptide sequence is YLPLSVFII. The MHC is Mamu-A11 with pseudo-sequence Mamu-A11. The binding affinity (normalized) is 0.0660.